From a dataset of Reaction yield outcomes from USPTO patents with 853,638 reactions. Predict the reaction yield, written as a fraction of the theoretical maximum amount of product (1.0 means a 100% yield; for example, 0.34 means a 34% yield). (1) The reactants are C[Si](C)(C)CC[O:5][C:6](=[O:49])[CH:7]([CH2:33][CH:34]=[CH:35][CH2:36][P:37]([O:41][CH:42]([C:44]([O:46][CH2:47][CH3:48])=[O:45])[CH3:43])([O:39][CH3:40])=[O:38])[CH2:8][C:9]([CH3:32])=[CH:10][CH2:11][C:12]1[C:13]([O:25]CC[Si](C)(C)C)=[C:14]2[C:18](=[C:19]([CH3:23])[C:20]=1[O:21][CH3:22])[CH2:17][O:16][C:15]2=[O:24].CCCC[N+](CCCC)(CCCC)CCCC.[F-]. The catalyst is C1COCC1. The product is [CH2:47]([O:46][C:44]([CH:42]([O:41][P:37]([CH2:36][CH:35]=[CH:34][CH2:33][CH:7]([CH2:8][C:9]([CH3:32])=[CH:10][CH2:11][C:12]1[C:13]([OH:25])=[C:14]2[C:18](=[C:19]([CH3:23])[C:20]=1[O:21][CH3:22])[CH2:17][O:16][C:15]2=[O:24])[C:6]([OH:49])=[O:5])([O:39][CH3:40])=[O:38])[CH3:43])=[O:45])[CH3:48]. The yield is 0.770. (2) The reactants are [N:1]([CH2:4][CH2:5][C:6]([CH3:11])([CH3:10])[CH2:7][CH:8]=[CH2:9])=[C:2]=[O:3].[NH2:12][C@@H:13]([C:18]([CH3:21])([CH3:20])[CH3:19])[C:14]([O:16][CH3:17])=[O:15]. The catalyst is C1COCC1. The product is [CH3:10][C:6]([CH3:11])([CH2:7][CH:8]=[CH2:9])[CH2:5][CH2:4][NH:1][C:2](=[O:3])[NH:12][C@@H:13]([C:18]([CH3:21])([CH3:20])[CH3:19])[C:14]([O:16][CH3:17])=[O:15]. The yield is 0.400.